From a dataset of Catalyst prediction with 721,799 reactions and 888 catalyst types from USPTO. Predict which catalyst facilitates the given reaction. (1) Reactant: [N+:1]([C:4]1[CH:9]=[CH:8][C:7](I)=[CH:6][CH:5]=1)([O-:3])=[O:2].[CH2:11](C([Sn])=C(CCCC)CCCC)[CH2:12]CC.C(=O)([O-])[O-].[K+].[K+]. Product: [N+:1]([C:4]1[CH:9]=[CH:8][C:7]([CH:11]=[CH2:12])=[CH:6][CH:5]=1)([O-:3])=[O:2]. The catalyst class is: 8. (2) The catalyst class is: 27. Reactant: C(S([N:7]1[CH2:12][CH2:11][C:10]([C:19]#[N:20])(N2CCCCC2)[CH2:9][CH2:8]1)(=O)=O)CC.[ClH:21].O1CCOCC1. Product: [Cl-:21].[C:19]([CH:10]1[CH2:11][CH2:12][NH2+:7][CH2:8][CH2:9]1)#[N:20].[ClH:21]. (3) Reactant: C([O:3][C:4]([C:6]12[CH2:23][CH:22]1[CH:21]=[CH:20][CH2:19][CH2:18][CH2:17][CH2:16][NH:15][C:14](=[O:24])[N:13]1[CH:9]([CH2:10][CH:11]([O:25][C:26]3[C:35]4[C:30](=[CH:31][C:32]([O:36][CH3:37])=[CH:33][CH:34]=4)[N:29]=[C:28]([C:38]4[CH:43]=[CH:42][CH:41]=[CH:40][CH:39]=4)[CH:27]=3)[CH2:12]1)[C:8](=[O:44])[NH:7]2)=[O:5])C.[OH-].[Na+]. Product: [CH3:37][O:36][C:32]1[CH:31]=[C:30]2[C:35]([C:26]([O:25][CH:11]3[CH2:10][CH:9]4[N:13]([C:14](=[O:24])[NH:15][CH2:16][CH2:17][CH2:18][CH2:19][CH:20]=[CH:21][CH:22]5[C:6]([C:4]([OH:5])=[O:3])([NH:7][C:8]4=[O:44])[CH2:23]5)[CH2:12]3)=[CH:27][C:28]([C:38]3[CH:39]=[CH:40][CH:41]=[CH:42][CH:43]=3)=[N:29]2)=[CH:34][CH:33]=1. The catalyst class is: 5. (4) Reactant: Cl[C:2]1[N:11]=[C:10]([NH:12][CH2:13][CH:14]([C:21]2[CH:26]=[CH:25][CH:24]=[CH:23][CH:22]=2)[C:15]2[CH:20]=[CH:19][CH:18]=[CH:17][CH:16]=2)[C:9]2[C:4](=[CH:5][CH:6]=[CH:7][CH:8]=2)[N:3]=1.[CH3:27][C:28]1[C:33](B(O)O)=[CH:32][N:31]2[CH:37]=[CH:38][N:39]=[C:30]2[CH:29]=1.N1C=CN2C=C(C3N=C(NCC(C4C=CC=CC=4)C4NC=CC=4)C4C(=CC=CC=4)N=3)C=CC=12. The catalyst class is: 25. Product: [C:15]1([CH:14]([C:21]2[CH:26]=[CH:25][CH:24]=[CH:23][CH:22]=2)[CH2:13][NH:12][C:10]2[C:9]3[C:4](=[CH:5][CH:6]=[CH:7][CH:8]=3)[N:3]=[C:2]([C:33]3[C:28]([CH3:27])=[CH:29][C:30]4[N:31]([CH:37]=[CH:38][N:39]=4)[CH:32]=3)[N:11]=2)[CH:20]=[CH:19][CH:18]=[CH:17][CH:16]=1. (5) Reactant: FC(F)(F)C(O)=O.[S:8]1[CH:12]=[CH:11][N:10]=[C:9]1[N:13]1[CH2:18][CH2:17][CH:16]([NH2:19])[CH2:15][CH2:14]1.[C:20]1([C:26]#[C:27][C:28](O)=[O:29])[CH:25]=[CH:24][CH:23]=[CH:22][CH:21]=1.CCN(C(C)C)C(C)C. Product: [C:20]1([C:26]#[C:27][C:28]([NH:19][CH:16]2[CH2:17][CH2:18][N:13]([C:9]3[S:8][CH:12]=[CH:11][N:10]=3)[CH2:14][CH2:15]2)=[O:29])[CH:25]=[CH:24][CH:23]=[CH:22][CH:21]=1. The catalyst class is: 26. (6) Reactant: [C:1]([NH:4][C:5]1[S:19][C:8]2[CH2:9][N:10]([CH2:13][C:14]([O:16]CC)=[O:15])[CH2:11][CH2:12][C:7]=2[C:6]=1[C:20]1[S:21][C:22]2[CH:28]=[CH:27][CH:26]=[CH:25][C:23]=2[N:24]=1)(=[O:3])[CH3:2].[OH-].[Na+].[ClH:31]. Product: [Cl-:31].[C:1]([NH:4][C:5]1[S:19][C:8]2[CH2:9][NH+:10]([CH2:13][C:14]([OH:16])=[O:15])[CH2:11][CH2:12][C:7]=2[C:6]=1[C:20]1[S:21][C:22]2[CH:28]=[CH:27][CH:26]=[CH:25][C:23]=2[N:24]=1)(=[O:3])[CH3:2]. The catalyst class is: 125. (7) Reactant: Cl[C:2]1[CH:7]=[C:6]([C:8]2[CH:13]=[CH:12][CH:11]=[C:10]([Cl:14])[C:9]=2[Cl:15])[N:5]=[C:4]([NH2:16])[N:3]=1.[NH2:17][CH2:18][CH2:19][CH2:20][N:21]1[CH2:25][CH2:24][CH2:23][C:22]1=[O:26]. Product: [NH2:16][C:4]1[N:3]=[C:2]([NH:17][CH2:18][CH2:19][CH2:20][N:21]2[CH2:25][CH2:24][CH2:23][C:22]2=[O:26])[CH:7]=[C:6]([C:8]2[CH:13]=[CH:12][CH:11]=[C:10]([Cl:14])[C:9]=2[Cl:15])[N:5]=1. The catalyst class is: 51.